This data is from Catalyst prediction with 721,799 reactions and 888 catalyst types from USPTO. The task is: Predict which catalyst facilitates the given reaction. Reactant: [N+:1]([C:4]1[CH:5]=[C:6]([CH:21]=[CH:22][CH:23]=1)[O:7][CH2:8][CH2:9][N:10]1[C:14](=[O:15])[C:13]2[CH:16]=[CH:17][CH:18]=[CH:19][C:12]=2[C:11]1=[O:20])([O-])=O.[N+](C1C=[C:29]([OH:33])[CH:30]=[CH:31]C=1)([O-])=O.[C:47]1(P([C:47]2[CH:52]=[CH:51][CH:50]=[CH:49][CH:48]=2)[C:47]2[CH:52]=[CH:51][CH:50]=[CH:49][CH:48]=2)[CH:52]=[CH:51][CH:50]=[CH:49][CH:48]=1.OCCN1C(=O)[C:59]2=CC=C[CH:65]=[C:58]2[C:57]1=O.N(C(OCC)=O)=NC(OCC)=O. Product: [C:58]([C:47]1[CH:48]=[CH:49][C:50](/[CH:31]=[CH:30]/[C:29]([NH:1][C:4]2[CH:23]=[CH:22][CH:21]=[C:6]([O:7][CH2:8][CH2:9][N:10]3[C:14](=[O:15])[C:13]4[CH:16]=[CH:17][CH:18]=[CH:19][C:12]=4[C:11]3=[O:20])[CH:5]=2)=[O:33])=[CH:51][CH:52]=1)([CH3:59])([CH3:65])[CH3:57]. The catalyst class is: 3.